Dataset: NCI-60 drug combinations with 297,098 pairs across 59 cell lines. Task: Regression. Given two drug SMILES strings and cell line genomic features, predict the synergy score measuring deviation from expected non-interaction effect. (1) Drug 1: CC(C)(C#N)C1=CC(=CC(=C1)CN2C=NC=N2)C(C)(C)C#N. Drug 2: B(C(CC(C)C)NC(=O)C(CC1=CC=CC=C1)NC(=O)C2=NC=CN=C2)(O)O. Cell line: ACHN. Synergy scores: CSS=52.5, Synergy_ZIP=3.98, Synergy_Bliss=-1.03, Synergy_Loewe=-9.30, Synergy_HSA=-9.17. (2) Drug 1: CC1C(C(CC(O1)OC2CC(CC3=C2C(=C4C(=C3O)C(=O)C5=C(C4=O)C(=CC=C5)OC)O)(C(=O)CO)O)N)O.Cl. Drug 2: N.N.Cl[Pt+2]Cl. Cell line: MCF7. Synergy scores: CSS=15.4, Synergy_ZIP=-8.52, Synergy_Bliss=-2.38, Synergy_Loewe=-7.68, Synergy_HSA=-0.116. (3) Drug 1: C1=CC(=C2C(=C1NCCNCCO)C(=O)C3=C(C=CC(=C3C2=O)O)O)NCCNCCO. Drug 2: CC1CCCC2(C(O2)CC(NC(=O)CC(C(C(=O)C(C1O)C)(C)C)O)C(=CC3=CSC(=N3)C)C)C. Cell line: A549. Synergy scores: CSS=44.3, Synergy_ZIP=1.61, Synergy_Bliss=0.265, Synergy_Loewe=0.461, Synergy_HSA=1.04. (4) Drug 1: CN1CCC(CC1)COC2=C(C=C3C(=C2)N=CN=C3NC4=C(C=C(C=C4)Br)F)OC. Drug 2: CC12CCC3C(C1CCC2O)C(CC4=C3C=CC(=C4)O)CCCCCCCCCS(=O)CCCC(C(F)(F)F)(F)F. Cell line: HT29. Synergy scores: CSS=11.2, Synergy_ZIP=-1.65, Synergy_Bliss=3.74, Synergy_Loewe=1.91, Synergy_HSA=2.46. (5) Drug 1: C1CCC(CC1)NC(=O)N(CCCl)N=O. Drug 2: CCN(CC)CCCC(C)NC1=C2C=C(C=CC2=NC3=C1C=CC(=C3)Cl)OC. Cell line: MDA-MB-231. Synergy scores: CSS=33.4, Synergy_ZIP=-11.2, Synergy_Bliss=-5.75, Synergy_Loewe=-30.1, Synergy_HSA=-2.00. (6) Drug 1: CS(=O)(=O)C1=CC(=C(C=C1)C(=O)NC2=CC(=C(C=C2)Cl)C3=CC=CC=N3)Cl. Drug 2: CN(C(=O)NC(C=O)C(C(C(CO)O)O)O)N=O. Cell line: CAKI-1. Synergy scores: CSS=-2.82, Synergy_ZIP=-1.24, Synergy_Bliss=-5.69, Synergy_Loewe=-4.64, Synergy_HSA=-5.17. (7) Drug 1: CN(C)N=NC1=C(NC=N1)C(=O)N. Drug 2: CC12CCC3C(C1CCC2OP(=O)(O)O)CCC4=C3C=CC(=C4)OC(=O)N(CCCl)CCCl.[Na+]. Cell line: SF-295. Synergy scores: CSS=4.11, Synergy_ZIP=-3.65, Synergy_Bliss=-6.39, Synergy_Loewe=-4.94, Synergy_HSA=-4.59.